From a dataset of Catalyst prediction with 721,799 reactions and 888 catalyst types from USPTO. Predict which catalyst facilitates the given reaction. (1) Reactant: [NH2:1][C@@H:2]1[CH2:7][CH2:6][C@H:5]([N:8]2[C:12]3[N:13]=[CH:14][N:15]=[C:16]([NH2:17])[C:11]=3[C:10]([C:18]3[CH:27]=[C:26]4[C:21]([CH2:22][CH2:23][CH:24]([C:28]5[CH:33]=[CH:32][CH:31]=[CH:30][CH:29]=5)[O:25]4)=[CH:20][CH:19]=3)=[CH:9]2)[CH2:4][CH2:3]1.[CH:34]1([C:37](Cl)=[O:38])[CH2:36][CH2:35]1. Product: [NH2:17][C:16]1[C:11]2[C:10]([C:18]3[CH:27]=[C:26]4[C:21]([CH2:22][CH2:23][CH:24]([C:28]5[CH:29]=[CH:30][CH:31]=[CH:32][CH:33]=5)[O:25]4)=[CH:20][CH:19]=3)=[CH:9][N:8]([C@@H:5]3[CH2:6][CH2:7][C@H:2]([NH:1][C:37]([CH:34]4[CH2:36][CH2:35]4)=[O:38])[CH2:3][CH2:4]3)[C:12]=2[N:13]=[CH:14][N:15]=1. The catalyst class is: 2. (2) Reactant: [Cl:1][CH2:2][C:3]([C:5]1[CH:10]=[CH:9][CH:8]=[CH:7][CH:6]=1)=[O:4].[N:11]12[CH2:18][CH2:17][CH:14]([CH2:15][CH2:16]1)[C@@H:13]([NH:19][C:20](=[O:37])[O:21][CH:22]([C:30]1[CH:35]=[CH:34][C:33]([F:36])=[CH:32][CH:31]=1)[C:23]1[CH:28]=[CH:27][C:26]([F:29])=[CH:25][CH:24]=1)[CH2:12]2. Product: [Cl-:1].[F:36][C:33]1[CH:34]=[CH:35][C:30]([CH:22]([C:23]2[CH:24]=[CH:25][C:26]([F:29])=[CH:27][CH:28]=2)[O:21][C:20]([NH:19][C@@H:13]2[CH:14]3[CH2:17][CH2:18][N+:11]([CH2:2][C:3](=[O:4])[C:5]4[CH:10]=[CH:9][CH:8]=[CH:7][CH:6]=4)([CH2:16][CH2:15]3)[CH2:12]2)=[O:37])=[CH:31][CH:32]=1. The catalyst class is: 13. (3) Reactant: [C:1](Cl)(=[O:3])[CH3:2].[CH2:5]([O:7][CH2:8][C:9]1[N:10]([CH2:22][C:23]2([OH:29])[CH2:28][CH2:27][NH:26][CH2:25][CH2:24]2)[C:11]2[C:20]3[CH:19]=[CH:18][CH:17]=[CH:16][C:15]=3[N:14]=[CH:13][C:12]=2[N:21]=1)[CH3:6].C(N(CC)CC)C. Product: [C:1]([N:26]1[CH2:27][CH2:28][C:23]([CH2:22][N:10]2[C:11]3[C:20]4[CH:19]=[CH:18][CH:17]=[CH:16][C:15]=4[N:14]=[CH:13][C:12]=3[N:21]=[C:9]2[CH2:8][O:7][CH2:5][CH3:6])([OH:29])[CH2:24][CH2:25]1)(=[O:3])[CH3:2]. The catalyst class is: 4. (4) Reactant: [C:1]([O:5][C:6]([N:8]([CH2:13][CH3:14])[CH2:9][C:10]([OH:12])=O)=[O:7])([CH3:4])([CH3:3])[CH3:2].[F:15][C:16]([F:32])([F:31])[C:17]1[CH:22]=[CH:21][C:20]([C:23]2[CH:28]=[CH:27][CH:26]=[C:25]([CH2:29][NH2:30])[CH:24]=2)=[CH:19][CH:18]=1.O.ON1C2C=CC=CC=2N=N1.C(N(CC)C(C)C)(C)C.C1CN(C(ON2N=NC3C2=CC=CC=3)=[N+]2CCCC2)CC1.F[P-](F)(F)(F)(F)F. Product: [CH2:13]([N:8]([CH2:9][C:10](=[O:12])[NH:30][CH2:29][C:25]1[CH:24]=[C:23]([C:20]2[CH:21]=[CH:22][C:17]([C:16]([F:15])([F:31])[F:32])=[CH:18][CH:19]=2)[CH:28]=[CH:27][CH:26]=1)[C:6](=[O:7])[O:5][C:1]([CH3:2])([CH3:3])[CH3:4])[CH3:14]. The catalyst class is: 39. (5) Reactant: [NH2:1][C:2]1[CH:20]=[CH:19][CH:18]=[CH:17][C:3]=1[C:4]([NH:6][C:7]1[CH:12]=[CH:11][C:10]([C:13]([CH3:16])([CH3:15])[CH3:14])=[CH:9][CH:8]=1)=[O:5].Cl[C:22]1[CH:31]=[CH:30][C:29]2[C:24](=[CH:25][N:26]=[CH:27][CH:28]=2)[N:23]=1.[Li]N([Si](C)(C)C)[Si](C)(C)C. Product: [C:13]([C:10]1[CH:11]=[CH:12][C:7]([NH:6][C:4](=[O:5])[C:3]2[CH:17]=[CH:18][CH:19]=[CH:20][C:2]=2[NH:1][C:22]2[CH:31]=[CH:30][C:29]3[C:24](=[CH:25][N:26]=[CH:27][CH:28]=3)[N:23]=2)=[CH:8][CH:9]=1)([CH3:16])([CH3:15])[CH3:14]. The catalyst class is: 110. (6) Reactant: CN(C)C=O.[H-].[Na+].[Cl:8][C:9]1[CH:14]=[C:13]([O:15][C:16]2[C:25]3[C:20](=[CH:21][C:22]([O:28][CH3:29])=[C:23]([O:26][CH3:27])[CH:24]=3)[N:19]=[CH:18][N:17]=2)[CH:12]=[CH:11][C:10]=1[NH:30][C:31](=[O:40])[O:32][CH:33]([CH2:37][CH2:38][CH3:39])[CH2:34][CH2:35][CH3:36].[CH2:41](I)[CH3:42]. Product: [Cl:8][C:9]1[CH:14]=[C:13]([O:15][C:16]2[C:25]3[C:20](=[CH:21][C:22]([O:28][CH3:29])=[C:23]([O:26][CH3:27])[CH:24]=3)[N:19]=[CH:18][N:17]=2)[CH:12]=[CH:11][C:10]=1[N:30]([CH2:41][CH3:42])[C:31](=[O:40])[O:32][CH:33]([CH2:37][CH2:38][CH3:39])[CH2:34][CH2:35][CH3:36]. The catalyst class is: 6. (7) Reactant: [CH3:1][O:2][C:3]([C:5]1[C:9]2[CH:10]=[CH:11][C:12]([OH:14])=[CH:13][C:8]=2[O:7][C:6]=1[CH3:15])=[O:4].C(N(CC)CC)C.[F:23][C:24]([F:37])([F:36])[S:25](O[S:25]([C:24]([F:37])([F:36])[F:23])(=[O:27])=[O:26])(=[O:27])=[O:26]. Product: [CH3:1][O:2][C:3]([C:5]1[C:9]2[CH:10]=[CH:11][C:12]([O:14][S:25]([C:24]([F:37])([F:36])[F:23])(=[O:27])=[O:26])=[CH:13][C:8]=2[O:7][C:6]=1[CH3:15])=[O:4]. The catalyst class is: 4. (8) Reactant: [Cl:1][C:2]1[CH:3]=[CH:4][C:5]([O:10][CH2:11][C:12]2([CH3:16])[CH2:15][O:14][CH2:13]2)=[C:6]([CH:9]=1)[CH:7]=O.[Cl:17][C:18]1[CH:26]=[C:25]2[C:21]([CH2:22][C:23](=[O:27])[NH:24]2)=[CH:20][CH:19]=1.N1CCCC1. Product: [Cl:17][C:18]1[CH:26]=[C:25]2[C:21](/[C:22](=[CH:7]/[C:6]3[CH:9]=[C:2]([Cl:1])[CH:3]=[CH:4][C:5]=3[O:10][CH2:11][C:12]3([CH3:16])[CH2:15][O:14][CH2:13]3)/[C:23](=[O:27])[NH:24]2)=[CH:20][CH:19]=1. The catalyst class is: 5. (9) Reactant: Cl[C:2]1[CH:7]=[C:6]([CH2:8][CH:9]2[CH2:14][O:13][C:12]([CH3:16])([CH3:15])[O:11][CH2:10]2)[N:5]=[C:4]([S:17][CH2:18][C:19]2[CH:24]=[CH:23][CH:22]=[C:21]([F:25])[C:20]=2[F:26])[N:3]=1.[N:27]1([S:31]([NH2:34])(=[O:33])=[O:32])[CH2:30][CH2:29][CH2:28]1.C(=O)([O-])[O-].[Cs+].[Cs+]. Product: [F:26][C:20]1[C:21]([F:25])=[CH:22][CH:23]=[CH:24][C:19]=1[CH2:18][S:17][C:4]1[N:3]=[C:2]([NH:34][S:31]([N:27]2[CH2:30][CH2:29][CH2:28]2)(=[O:33])=[O:32])[CH:7]=[C:6]([CH2:8][CH:9]2[CH2:14][O:13][C:12]([CH3:16])([CH3:15])[O:11][CH2:10]2)[N:5]=1. The catalyst class is: 62. (10) Reactant: C([O:5][C:6](=[O:17])[C:7]1[C:12]([F:13])=[CH:11][N:10]=[CH:9][C:8]=1[CH:14]1[CH2:16][CH2:15]1)(C)(C)C. Product: [CH:14]1([C:8]2[CH:9]=[N:10][CH:11]=[C:12]([F:13])[C:7]=2[C:6]([OH:17])=[O:5])[CH2:15][CH2:16]1. The catalyst class is: 5.